This data is from NCI-60 drug combinations with 297,098 pairs across 59 cell lines. The task is: Regression. Given two drug SMILES strings and cell line genomic features, predict the synergy score measuring deviation from expected non-interaction effect. Drug 1: C1C(C(OC1N2C=NC(=NC2=O)N)CO)O. Drug 2: COCCOC1=C(C=C2C(=C1)C(=NC=N2)NC3=CC=CC(=C3)C#C)OCCOC.Cl. Cell line: SF-539. Synergy scores: CSS=-15.1, Synergy_ZIP=6.73, Synergy_Bliss=-1.86, Synergy_Loewe=-19.2, Synergy_HSA=-19.3.